This data is from Forward reaction prediction with 1.9M reactions from USPTO patents (1976-2016). The task is: Predict the product of the given reaction. (1) Given the reactants [Cl:1][C:2]1[CH:3]=[C:4]([CH:18]=[C:19]([O:23][C:24]([F:27])([F:26])[F:25])[C:20]=1[O:21]C)[C:5]([N:7]1[C:11]2[CH:12]=[CH:13][CH:14]=[CH:15][C:10]=2[S:9](=[O:17])(=[O:16])[CH2:8]1)=[O:6].[Cl-].[Li+].Cl, predict the reaction product. The product is: [Cl:1][C:2]1[CH:3]=[C:4]([CH:18]=[C:19]([O:23][C:24]([F:27])([F:26])[F:25])[C:20]=1[OH:21])[C:5]([N:7]1[C:11]2[CH:12]=[CH:13][CH:14]=[CH:15][C:10]=2[S:9](=[O:17])(=[O:16])[CH2:8]1)=[O:6]. (2) Given the reactants COCCOC[O:7][C:8]1[CH:9]=[C:10]([C:31]2[CH:36]=[CH:35][C:34]([O:37][CH2:38][CH2:39][CH2:40][O:41]C3CCCCO3)=[CH:33][CH:32]=2)[CH:11]=[C:12]([C:14]2[CH:19]=[CH:18][C:17]([O:20][CH2:21][CH2:22][CH2:23][O:24]C3CCCCO3)=[CH:16][CH:15]=2)[CH:13]=1.Cl, predict the reaction product. The product is: [OH:41][CH2:40][CH2:39][CH2:38][O:37][C:34]1[CH:33]=[CH:32][C:31]([C:10]2[CH:9]=[C:8]([OH:7])[CH:13]=[C:12]([C:14]3[CH:19]=[CH:18][C:17]([O:20][CH2:21][CH2:22][CH2:23][OH:24])=[CH:16][CH:15]=3)[CH:11]=2)=[CH:36][CH:35]=1. (3) Given the reactants C([C:5]1[C:6]([CH2:23][C:24]([CH2:39][C:40]2[CH:45]=[CH:44][C:43](C(P(OC(C)(C)C)(OC(C)(C)C)=O)(F)F)=[C:42]([Br:61])[CH:41]=2)([C:33]2[CH:38]=[CH:37][CH:36]=[CH:35][CH:34]=2)[C:25](=[O:32])[C:26]2[CH:31]=[CH:30][CH:29]=[CH:28][CH:27]=2)=[C:7](C(C)(C)C)[C:8]([Br:18])=[C:9]([C:11]([P:14](=[O:17])([O-:16])[O-:15])([F:13])[F:12])[CH:10]=1)(C)(C)C, predict the reaction product. The product is: [Br:61][C:42]1[CH:41]=[C:40]([CH2:39][C:24]([CH2:23][C:6]2[CH:5]=[CH:10][C:9]([C:11]([F:13])([F:12])[P:14]([OH:16])([OH:15])=[O:17])=[C:8]([Br:18])[CH:7]=2)([C:33]2[CH:38]=[CH:37][CH:36]=[CH:35][CH:34]=2)[C:25](=[O:32])[C:26]2[CH:31]=[CH:30][CH:29]=[CH:28][CH:27]=2)[CH:45]=[CH:44][C:43]=1[O:16][P:14]([CH:11]([F:13])[F:12])(=[O:15])[OH:17]. (4) Given the reactants [Cl:1][C:2]1[C:10]([CH3:11])=[CH:9][C:5]([C:6]([OH:8])=[O:7])=[CH:4][C:3]=1[CH3:12].Cl.[CH3:14]O, predict the reaction product. The product is: [Cl:1][C:2]1[C:3]([CH3:12])=[CH:4][C:5]([C:6]([O:8][CH3:14])=[O:7])=[CH:9][C:10]=1[CH3:11]. (5) The product is: [N+:1]([C:4]1[CH:5]=[CH:6][C:7]([O:10][C:11]2[CH:12]=[C:13]3[C:18](=[CH:19][CH:20]=2)[O:17][CH:16]([C:21]2[CH:22]=[CH:23][CH:24]=[CH:25][CH:26]=2)[CH2:15][C:14]3=[O:27])=[N:8][CH:9]=1)([O-:3])=[O:2]. Given the reactants [N+:1]([C:4]1[CH:5]=[CH:6][C:7]([O:10][C:11]2[CH:12]=[C:13]3[C:18](=[CH:19][CH:20]=2)[O:17][CH:16]([C:21]2[CH:26]=[CH:25][CH:24]=[CH:23][CH:22]=2)[CH2:15][CH2:14]3)=[N:8][CH:9]=1)([O-:3])=[O:2].[OH:27]C1C=C2C(=CC=1)OC(C1C=CC=CC=1)CC2=O, predict the reaction product. (6) Given the reactants [CH:1]([C:3]1[N:4]=[CH:5][C:6]([NH:9][C:10](=[O:27])[CH:11]([NH:15][C:16](=[O:26])[CH2:17][C:18]2[CH:23]=[C:22]([F:24])[CH:21]=[C:20]([F:25])[CH:19]=2)[CH2:12][CH2:13][CH3:14])=[N:7][CH:8]=1)=O.[C:28]1([CH:34]([NH2:37])[CH2:35][CH3:36])[CH:33]=[CH:32][CH:31]=[CH:30][CH:29]=1.S([O-])([O-])(=O)=O.[Na+].[Na+].C([BH3-])#N.[Na+], predict the reaction product. The product is: [C:28]1([CH:34]([NH:37][CH2:1][C:3]2[N:4]=[CH:5][C:6]([NH:9][C:10](=[O:27])[CH:11]([NH:15][C:16](=[O:26])[CH2:17][C:18]3[CH:23]=[C:22]([F:24])[CH:21]=[C:20]([F:25])[CH:19]=3)[CH2:12][CH2:13][CH3:14])=[N:7][CH:8]=2)[CH2:35][CH3:36])[CH:33]=[CH:32][CH:31]=[CH:30][CH:29]=1. (7) Given the reactants [N:1]1[C:6]2[CH:7]=[CH:8][CH:9]=[N:10][C:5]=2[C:4](O)=[N:3][CH:2]=1.CN(C=O)C.C(Cl)(=O)C([Cl:20])=O, predict the reaction product. The product is: [Cl:20][C:4]1[C:5]2[N:10]=[CH:9][CH:8]=[CH:7][C:6]=2[N:1]=[CH:2][N:3]=1. (8) The product is: [CH2:15]([O:16][C:2]1[N:11]=[C:10]([OH:12])[C:9]2[C:4](=[CH:5][CH:6]=[C:7]([I:13])[CH:8]=2)[N:3]=1)[CH3:14]. Given the reactants Cl[C:2]1[N:11]=[C:10]([OH:12])[C:9]2[C:4](=[CH:5][CH:6]=[C:7]([I:13])[CH:8]=2)[N:3]=1.[CH3:14][CH2:15][O-:16].[Na+], predict the reaction product. (9) Given the reactants [Br:1][C:2]1[CH:7]=[CH:6][CH:5]=[CH:4][C:3]=1[C:8]#[C:9][C:10]1[CH:11]=[CH:12][C:13](=[O:19])[N:14]([CH:16]([CH3:18])[CH3:17])[N:15]=1.[OH:20]S(O)(=O)=O.C([O-])([O-])=O.[Na+].[Na+], predict the reaction product. The product is: [Br:1][C:2]1[CH:7]=[CH:6][CH:5]=[CH:4][C:3]=1[C:8](=[O:20])[CH2:9][C:10]1[CH:11]=[CH:12][C:13](=[O:19])[N:14]([CH:16]([CH3:17])[CH3:18])[N:15]=1. (10) Given the reactants [OH:1][C:2]1[NH:3][C:4]2[C:9]([C:10]=1[C:11]1[CH:16]=[CH:15][C:14]([CH2:17][N:18]3[CH2:23][CH2:22][O:21][CH2:20][CH2:19]3)=[CH:13][N:12]=1)=[CH:8][C:7]([C:24]#[N:25])=[CH:6][CH:5]=2.[CH3:26][S:27]([OH:30])(=[O:29])=[O:28], predict the reaction product. The product is: [S:27]([OH:30])(=[O:29])(=[O:28])[CH3:26].[OH:1][C:2]1[NH:3][C:4]2[C:9]([C:10]=1[C:11]1[CH:16]=[CH:15][C:14]([CH2:17][N:18]3[CH2:19][CH2:20][O:21][CH2:22][CH2:23]3)=[CH:13][N:12]=1)=[CH:8][C:7]([C:24]#[N:25])=[CH:6][CH:5]=2.